From a dataset of Full USPTO retrosynthesis dataset with 1.9M reactions from patents (1976-2016). Predict the reactants needed to synthesize the given product. (1) Given the product [CH2:1]([C:3]1[CH:4]=[CH:5][C:6]([C:9]2[C:17]3[C:12](=[N:13][CH:14]=[CH:15][C:16]=3[O:18][CH2:19][CH2:20][CH2:21][O:22][CH2:30][C:31]([O:33][C:34]([CH3:37])([CH3:36])[CH3:35])=[O:32])[O:11][C:10]=2[C:23]2[CH:24]=[CH:25][CH:26]=[CH:27][CH:28]=2)=[CH:7][CH:8]=1)[CH3:2], predict the reactants needed to synthesize it. The reactants are: [CH2:1]([C:3]1[CH:8]=[CH:7][C:6]([C:9]2[C:17]3[C:12](=[N:13][CH:14]=[CH:15][C:16]=3[O:18][CH2:19][CH2:20][CH2:21][OH:22])[O:11][C:10]=2[C:23]2[CH:28]=[CH:27][CH:26]=[CH:25][CH:24]=2)=[CH:5][CH:4]=1)[CH3:2].Br[CH2:30][C:31]([O:33][C:34]([CH3:37])([CH3:36])[CH3:35])=[O:32].O.Cl. (2) Given the product [Cl:9][C:10]1[CH:44]=[CH:43][CH:42]=[CH:41][C:11]=1[CH2:12][N:13]1[C:21]2[C:20](=[O:22])[N:19]([CH3:23])[C:18](=[O:24])[N:17]([CH3:1])[C:16]=2[C:15]([C:25]#[N:26])=[C:14]1[N:27]1[CH2:32][CH2:31][CH2:30][C@@H:29]([NH:33][C:34](=[O:40])[O:35][C:36]([CH3:38])([CH3:39])[CH3:37])[CH2:28]1, predict the reactants needed to synthesize it. The reactants are: [C:1](=O)([O-])[O-].[K+].[K+].CI.[Cl:9][C:10]1[CH:44]=[CH:43][CH:42]=[CH:41][C:11]=1[CH2:12][N:13]1[C:21]2[C:20](=[O:22])[N:19]([CH3:23])[C:18]([OH:24])=[N:17][C:16]=2[C:15]([C:25]#[N:26])=[C:14]1[N:27]1[CH2:32][CH2:31][CH2:30][C@@H:29]([NH:33][C:34](=[O:40])[O:35][C:36]([CH3:39])([CH3:38])[CH3:37])[CH2:28]1.O. (3) Given the product [CH2:1]([N:8]([C:18]1[CH:23]=[CH:22][CH:21]=[C:20]([N:34]2[CH2:35][CH2:36][N:31]([C:25]3[CH:30]=[CH:29][CH:28]=[CH:27][CH:26]=3)[CH2:32][CH2:33]2)[CH:19]=1)[S:9]([C:12]1[CH:17]=[CH:16][CH:15]=[CH:14][CH:13]=1)(=[O:11])=[O:10])[C:2]1[CH:7]=[CH:6][CH:5]=[CH:4][CH:3]=1, predict the reactants needed to synthesize it. The reactants are: [CH2:1]([N:8]([C:18]1[CH:23]=[CH:22][CH:21]=[C:20](Br)[CH:19]=1)[S:9]([C:12]1[CH:17]=[CH:16][CH:15]=[CH:14][CH:13]=1)(=[O:11])=[O:10])[C:2]1[CH:7]=[CH:6][CH:5]=[CH:4][CH:3]=1.[C:25]1([N:31]2[CH2:36][CH2:35][NH:34][CH2:33][CH2:32]2)[CH:30]=[CH:29][CH:28]=[CH:27][CH:26]=1.CC(C)([O-])C.[Na+]. (4) Given the product [CH3:1][C:2]1([CH3:30])[O:6][C@@H:5]([CH2:7][O:8][C:9]2[CH:14]=[C:13]([CH3:15])[C:12]([C:16]3[CH:21]=[CH:20][CH:19]=[C:18]([CH:22]=[O:23])[C:17]=3[CH3:28])=[C:11]([CH3:29])[CH:10]=2)[CH2:4][O:3]1, predict the reactants needed to synthesize it. The reactants are: [CH3:1][C:2]1([CH3:30])[O:6][C@@H:5]([CH2:7][O:8][C:9]2[CH:14]=[C:13]([CH3:15])[C:12]([C:16]3[CH:21]=[CH:20][CH:19]=[C:18]([C:22](N(OC)C)=[O:23])[C:17]=3[CH3:28])=[C:11]([CH3:29])[CH:10]=2)[CH2:4][O:3]1.[H-].C([Al+]CC(C)C)C(C)C.C(C(C(C([O-])=O)O)O)([O-])=O.[Na+].[K+].C(OCC)(=O)C. (5) Given the product [O:15]=[C:14]1[N:1]([C:2]2[CH:3]=[N:4][CH:5]=[C:6]([CH:12]=2)[C:7]([OH:9])=[O:8])[C:18](=[O:19])[C:17]2[C:16](=[CH:25][CH:24]=[CH:23][CH:22]=2)[NH:13]1, predict the reactants needed to synthesize it. The reactants are: [NH2:1][C:2]1[CH:3]=[N:4][CH:5]=[C:6]([CH:12]=1)[C:7]([O:9]CC)=[O:8].[N:13]([C:16]1[CH:25]=[CH:24][CH:23]=[CH:22][C:17]=1[C:18](OC)=[O:19])=[C:14]=[O:15].C[O-].[Na+].